Dataset: Full USPTO retrosynthesis dataset with 1.9M reactions from patents (1976-2016). Task: Predict the reactants needed to synthesize the given product. (1) Given the product [Cl:1][C:2]1[C:33]([Cl:34])=[CH:32][CH:31]=[CH:30][C:3]=1[O:4][CH2:5][C:6]1[N:7]=[CH:8][NH:9][CH:10]=1, predict the reactants needed to synthesize it. The reactants are: [Cl:1][C:2]1[C:33]([Cl:34])=[CH:32][CH:31]=[CH:30][C:3]=1[O:4][CH2:5][C:6]1[N:7]=[CH:8][N:9](C(C2C=CC=CC=2)(C2C=CC=CC=2)C2C=CC=CC=2)[CH:10]=1.Cl. (2) Given the product [F:35][C:36]([F:47])([F:46])[C:37]([N:8]1[CH2:7][CH2:6][C:5]2[C:10](=[CH:11][CH:12]=[C:3]([O:2][CH3:1])[CH:4]=2)[CH:9]1[CH:13]1[CH2:18][CH2:17][N:16]([S:19]([C:22]2[N:23]=[CH:24][N:25]([CH3:27])[CH:26]=2)(=[O:21])=[O:20])[CH2:15][CH2:14]1)=[O:38], predict the reactants needed to synthesize it. The reactants are: [CH3:1][O:2][C:3]1[CH:4]=[C:5]2[C:10](=[CH:11][CH:12]=1)[CH:9]([CH:13]1[CH2:18][CH2:17][N:16]([S:19]([C:22]3[N:23]=[CH:24][N:25]([CH3:27])[CH:26]=3)(=[O:21])=[O:20])[CH2:15][CH2:14]1)[NH:8][CH2:7][CH2:6]2.C(N(CC)CC)C.[F:35][C:36]([F:47])([F:46])[C:37](O[C:37](=[O:38])[C:36]([F:47])([F:46])[F:35])=[O:38]. (3) Given the product [F:1][C:2]1[CH:7]=[CH:6][CH:5]=[C:4]([NH:8][CH3:9])[C:3]=1[NH2:10], predict the reactants needed to synthesize it. The reactants are: [F:1][C:2]1[CH:7]=[CH:6][CH:5]=[C:4]([NH:8][CH3:9])[C:3]=1[NH:10]C(=O)OC(C)(C)C.Cl. (4) Given the product [F:10][C:7]([F:8])([F:9])[C:6]([N:21]1[CH2:20][CH2:19][C:18]2[C:23](=[CH:24][CH:25]=[C:16]([O:15][CH3:14])[CH:17]=2)[CH:22]1[C:26]1[S:27][CH:28]=[CH:29][CH:30]=1)=[O:11], predict the reactants needed to synthesize it. The reactants are: [F:8][C:7]([F:10])([F:9])[C:6](O[C:6](=[O:11])[C:7]([F:10])([F:9])[F:8])=[O:11].[CH3:14][O:15][C:16]1[CH:17]=[C:18]2[C:23](=[CH:24][CH:25]=1)[CH:22]([C:26]1[S:27][CH:28]=[CH:29][CH:30]=1)[NH:21][CH2:20][CH2:19]2.CCN(CC)CC.